From a dataset of Forward reaction prediction with 1.9M reactions from USPTO patents (1976-2016). Predict the product of the given reaction. (1) Given the reactants [ClH:1].O1CCOCC1.OC(C(F)(F)F)=O.[Cl:15][C:16]1[CH:21]=[CH:20][CH:19]=[CH:18][C:17]=1[C:22]1[S:26][C:25]([C:27]([N:29]2[CH2:34][CH2:33][N:32](C(OC(C)(C)C)=O)[CH2:31][CH:30]2[CH2:42][O:43][C:44]2[CH:45]=[N:46][CH:47]=[CH:48][CH:49]=2)=[O:28])=[CH:24][CH:23]=1, predict the reaction product. The product is: [ClH:15].[ClH:1].[Cl:15][C:16]1[CH:21]=[CH:20][CH:19]=[CH:18][C:17]=1[C:22]1[S:26][C:25]([C:27]([N:29]2[CH2:34][CH2:33][NH:32][CH2:31][CH:30]2[CH2:42][O:43][C:44]2[CH:45]=[N:46][CH:47]=[CH:48][CH:49]=2)=[O:28])=[CH:24][CH:23]=1. (2) Given the reactants [Cl:1][C:2]1[CH:3]=[C:4]([C:24]#[C:25][CH3:26])[CH:5]=[C:6]2[C:10]=1[C:9](=[O:11])[N:8]([CH2:12][C:13]1[CH:18]=[CH:17][C:16]([O:19][C:20]([F:23])([F:22])[F:21])=[CH:15][CH:14]=1)[CH2:7]2.[H][H].CCCCCC.C(OCC)(=O)C, predict the reaction product. The product is: [Cl:1][C:2]1[CH:3]=[C:4]([CH2:24][CH2:25][CH3:26])[CH:5]=[C:6]2[C:10]=1[C:9](=[O:11])[N:8]([CH2:12][C:13]1[CH:14]=[CH:15][C:16]([O:19][C:20]([F:23])([F:21])[F:22])=[CH:17][CH:18]=1)[CH2:7]2. (3) Given the reactants [CH:1]1([O:7][CH:8]([C:13]2[CH:14]=[N:15][C:16]([CH3:19])=[N:17][CH:18]=2)[CH2:9][N+:10]([O-:12])=[O:11])[CH2:6][CH2:5]C[CH2:3][CH2:2]1.CCC(O)CC, predict the reaction product. The product is: [CH3:19][C:16]1[N:15]=[CH:14][C:13]([CH:8]([O:7][CH:1]([CH2:6][CH3:5])[CH2:2][CH3:3])[CH2:9][N+:10]([O-:12])=[O:11])=[CH:18][N:17]=1. (4) Given the reactants [Cl:1][C:2]1[CH:3]=[CH:4][C:5]2[C:11](=O)[CH2:10][CH2:9][CH2:8][N:7]([CH3:13])[C:6]=2[CH:14]=1.[CH3:15][O:16][C:17]1[CH:24]=[C:23]([O:25][CH3:26])[CH:22]=[CH:21][C:18]=1[CH2:19][NH2:20].CCN(CC)CC, predict the reaction product. The product is: [Cl:1][C:2]1[CH:3]=[CH:4][C:5]2[C:11](=[N:20][CH2:19][C:18]3[CH:21]=[CH:22][C:23]([O:25][CH3:26])=[CH:24][C:17]=3[O:16][CH3:15])[CH2:10][CH2:9][CH2:8][N:7]([CH3:13])[C:6]=2[CH:14]=1.